This data is from Aqueous solubility values for 9,982 compounds from the AqSolDB database. The task is: Regression/Classification. Given a drug SMILES string, predict its absorption, distribution, metabolism, or excretion properties. Task type varies by dataset: regression for continuous measurements (e.g., permeability, clearance, half-life) or binary classification for categorical outcomes (e.g., BBB penetration, CYP inhibition). For this dataset (solubility_aqsoldb), we predict Y. (1) The drug is O=C(O)COc1c(Cl)cc(Cl)c(Cl)c1Cl. The Y is -3.41 log mol/L. (2) The Y is -2.65 log mol/L. The compound is O=[Si]([O-])[O-].[Ca+2]. (3) The compound is CC(C)CC1OC(O)C(Cc2ccccc2)NC1=O. The Y is -2.12 log mol/L. (4) The molecule is Nc1c(S(=O)(=O)O)ccc2ccccc12. The Y is -2.96 log mol/L. (5) The compound is CCCCC(CC)COC(=O)CC(C(=O)OCC(CC)CCCC)S(=O)(=O)[O-].[Na+]. The Y is -1.74 log mol/L.